This data is from Full USPTO retrosynthesis dataset with 1.9M reactions from patents (1976-2016). The task is: Predict the reactants needed to synthesize the given product. (1) Given the product [C:53]([O:52][C:51](=[O:57])[CH2:50][N:46]1[CH:47]=[CH:48][N:49]=[C:45]1[CH2:44][N:14]([CH2:13][C:9]1[N:8]([CH2:7][C:6](=[O:58])[O:5][C:1]([CH3:4])([CH3:3])[CH3:2])[CH:12]=[CH:11][N:10]=1)[CH2:15][CH2:16][CH2:17][CH2:18][C@H:19]([NH:27][C:28]([NH:29][C@@H:30]([CH2:31][CH2:32][C:33](=[O:34])[NH:59][CH2:60][CH2:61][C:62]1[CH:63]=[CH:64][C:65]([S:68](=[O:69])(=[O:70])[NH2:71])=[CH:66][CH:67]=1)[C:36]([O:38][C:39]([CH3:40])([CH3:41])[CH3:42])=[O:37])=[O:43])[C:20]([O:22][C:23]([CH3:26])([CH3:25])[CH3:24])=[O:21])([CH3:54])([CH3:55])[CH3:56], predict the reactants needed to synthesize it. The reactants are: [C:1]([O:5][C:6](=[O:58])[CH2:7][N:8]1[CH:12]=[CH:11][N:10]=[C:9]1[CH2:13][N:14]([CH2:44][C:45]1[N:46]([CH2:50][C:51](=[O:57])[O:52][C:53]([CH3:56])([CH3:55])[CH3:54])[CH:47]=[CH:48][N:49]=1)[CH2:15][CH2:16][CH2:17][CH2:18][C@H:19]([NH:27][C:28](=[O:43])[NH:29][C@H:30]([C:36]([O:38][C:39]([CH3:42])([CH3:41])[CH3:40])=[O:37])[CH2:31][CH2:32][C:33](O)=[O:34])[C:20]([O:22][C:23]([CH3:26])([CH3:25])[CH3:24])=[O:21])([CH3:4])([CH3:3])[CH3:2].[NH2:59][CH2:60][CH2:61][C:62]1[CH:67]=[CH:66][C:65]([S:68]([NH2:71])(=[O:70])=[O:69])=[CH:64][CH:63]=1.CCN(C(C)C)C(C)C. (2) Given the product [CH3:1][C:2]([NH:4][C:5]1[CH:10]=[CH:9][C:8]([OH:11])=[CH:7][CH:6]=1)=[O:3].[CH3:12][C:13]([O:15][C:16]1[CH:17]=[CH:18][CH:19]=[CH:20][C:21]=1[C:22]([OH:24])=[O:23])=[O:14], predict the reactants needed to synthesize it. The reactants are: [CH3:1][C:2]([NH:4][C:5]1[CH:6]=[CH:7][C:8]([OH:11])=[CH:9][CH:10]=1)=[O:3].[CH3:12][C:13]([O:15][C:16]1[CH:17]=[CH:18][CH:19]=[CH:20][C:21]=1[C:22]([OH:24])=[O:23])=[O:14].C([O-])(=O)CCCCCCCCCCCCCCCCC.[Mg+2].C([O-])(=O)CCCCCCCCCCCCCCCCC. (3) Given the product [O:29]1[C:6]2[C:7]3[CH:15]=[CH:14][C:13]([N:16]4[CH2:20][C@H:19]([CH2:21][O:22][C:23]5[CH:27]=[CH:26][O:25][N:24]=5)[O:18][C:17]4=[O:28])=[CH:12][C:8]=3[CH2:9][CH2:10][CH2:11][C:5]=2[CH:4]=[N:2]1, predict the reactants needed to synthesize it. The reactants are: C[N:2]([CH:4]=[C:5]1[CH2:11][CH2:10][CH2:9][C:8]2[CH:12]=[C:13]([N:16]3[CH2:20][C@H:19]([CH2:21][O:22][C:23]4[CH:27]=[CH:26][O:25][N:24]=4)[O:18][C:17]3=[O:28])[CH:14]=[CH:15][C:7]=2[C:6]1=[O:29])C.NOS(O)(=O)=O.